From a dataset of Full USPTO retrosynthesis dataset with 1.9M reactions from patents (1976-2016). Predict the reactants needed to synthesize the given product. (1) Given the product [CH3:21][S:22]([O:13][C@H:10]1[CH2:11][CH2:12][N:8]([C:1]([O:3][C:4]([CH3:7])([CH3:6])[CH3:5])=[O:2])[CH2:9]1)(=[O:24])=[O:23], predict the reactants needed to synthesize it. The reactants are: [C:1]([N:8]1[CH2:12][CH2:11][C@H:10]([OH:13])[CH2:9]1)([O:3][C:4]([CH3:7])([CH3:6])[CH3:5])=[O:2].C(N(CC)CC)C.[CH3:21][S:22](Cl)(=[O:24])=[O:23].C(OCC)(=O)C. (2) Given the product [C:5]([O:7][CH2:8][C:9]1[S:10][CH:13]=[C:14]([C:16]2[CH:29]=[CH:28][C:27]3[S:26][C:25]4[C:20](=[CH:21][CH:22]=[CH:23][CH:24]=4)[NH:19][C:18]=3[CH:17]=2)[N:11]=1)(=[O:6])[C:1]([CH3:4])([CH3:2])[CH3:3], predict the reactants needed to synthesize it. The reactants are: [C:1]([C:5]([O:7][CH2:8][C:9]([NH2:11])=[S:10])=[O:6])([CH3:4])([CH3:3])[CH3:2].Br[CH2:13][C:14]([C:16]1[CH:29]=[CH:28][C:27]2[S:26][C:25]3[C:20](=[CH:21][CH:22]=[CH:23][CH:24]=3)[N:19](C(=O)CCl)[C:18]=2[CH:17]=1)=O.BrCC(C1C=C(C(C)(C)C)C(O)=C(C(C)(C)C)C=1)=O. (3) Given the product [C:1]([C:6]1[CH:7]=[C:8]([C:28]#[N:29])[C:9]([N:19]2[CH2:20][CH2:21][CH:22]([C:25]([NH:41][S:38]([NH:37][C:34]3[CH:33]=[CH:32][C:31]([F:30])=[CH:36][CH:35]=3)(=[O:39])=[O:40])=[O:27])[CH2:23][CH2:24]2)=[N:10][C:11]=1[CH2:12][N:13]1[CH2:17][CH2:16][CH2:15][C:14]1=[O:18])(=[O:5])[CH2:2][CH2:3][CH3:4], predict the reactants needed to synthesize it. The reactants are: [C:1]([C:6]1[CH:7]=[C:8]([C:28]#[N:29])[C:9]([N:19]2[CH2:24][CH2:23][CH:22]([C:25]([OH:27])=O)[CH2:21][CH2:20]2)=[N:10][C:11]=1[CH2:12][N:13]1[CH2:17][CH2:16][CH2:15][C:14]1=[O:18])(=[O:5])[CH2:2][CH2:3][CH3:4].[F:30][C:31]1[CH:36]=[CH:35][C:34]([NH:37][S:38]([NH2:41])(=[O:40])=[O:39])=[CH:33][CH:32]=1.